This data is from Forward reaction prediction with 1.9M reactions from USPTO patents (1976-2016). The task is: Predict the product of the given reaction. (1) Given the reactants Br[C:2]1[CH:7]=[CH:6][C:5]([C:8]([F:11])([F:10])[F:9])=[C:4]([F:12])[CH:3]=1.CCOCC.C([Li])CCC.CON(C)[C:26]([C@H:28]1[CH2:32][CH2:31][CH2:30][N:29]1[C:33]([O:35][C:36]([CH3:39])([CH3:38])[CH3:37])=[O:34])=[O:27], predict the reaction product. The product is: [F:12][C:4]1[CH:3]=[C:2]([CH:7]=[CH:6][C:5]=1[C:8]([F:11])([F:10])[F:9])[C:26]([C@H:28]1[CH2:32][CH2:31][CH2:30][N:29]1[C:33]([O:35][C:36]([CH3:39])([CH3:38])[CH3:37])=[O:34])=[O:27]. (2) Given the reactants [Na].[CH3:2][C:3]1([N:15]2[CH2:20][CH2:19][C:18](=O)[CH2:17][CH2:16]2)[CH2:7][CH2:6][N:5]([C:8]([O:10][C:11]([CH3:14])([CH3:13])[CH3:12])=[O:9])[CH2:4]1.[F:22][C:23]1[CH:24]=[C:25]([NH2:31])[C:26]([NH2:30])=[CH:27][C:28]=1[F:29].C(O)(=O)C, predict the reaction product. The product is: [NH2:31][C:25]1[CH:24]=[C:23]([F:22])[C:28]([F:29])=[CH:27][C:26]=1[NH:30][CH:18]1[CH2:19][CH2:20][N:15]([C:3]2([CH3:2])[CH2:7][CH2:6][N:5]([C:8]([O:10][C:11]([CH3:14])([CH3:13])[CH3:12])=[O:9])[CH2:4]2)[CH2:16][CH2:17]1.